Task: Predict the reaction yield, written as a fraction of the theoretical maximum amount of product (1.0 means a 100% yield; for example, 0.34 means a 34% yield).. Dataset: Reaction yield outcomes from USPTO patents with 853,638 reactions (1) The reactants are [Cl:1][C:2]1[CH:3]=[C:4]([NH2:20])[C:5]([NH:8][CH2:9][C@@H:10]2[CH2:14][CH2:13][N:12]([C:15]([CH:17]3[CH2:19][CH2:18]3)=[O:16])[CH2:11]2)=[N:6][CH:7]=1.[Br:21][C:22]1[CH:29]=[CH:28][C:25]([CH:26]=O)=[CH:24][CH:23]=1. The catalyst is C(O)CCC. The product is [Br:21][C:22]1[CH:29]=[CH:28][C:25]([C:26]2[N:8]([CH2:9][C@@H:10]3[CH2:14][CH2:13][N:12]([C:15]([CH:17]4[CH2:18][CH2:19]4)=[O:16])[CH2:11]3)[C:5]3=[N:6][CH:7]=[C:2]([Cl:1])[CH:3]=[C:4]3[N:20]=2)=[CH:24][CH:23]=1. The yield is 0.630. (2) The reactants are [Br:1][C:2]1[CH:7]=[CH:6][C:5]([C:8]([F:11])([F:10])[F:9])=[C:4]([N+:12]([O-])=O)[CH:3]=1.O.[Cl-].[NH4+]. The catalyst is C(O)C.C1COCC1. The product is [Br:1][C:2]1[CH:7]=[CH:6][C:5]([C:8]([F:9])([F:10])[F:11])=[C:4]([CH:3]=1)[NH2:12]. The yield is 0.900. (3) The reactants are Cl[CH2:2][C:3]1[N:4]=[C:5]([C:9]2[CH:14]=[CH:13][CH:12]=[CH:11][CH:10]=2)[O:6][C:7]=1[CH3:8].[OH:15][C:16]1[CH:17]=[C:18]([C:22]([O:24][CH3:25])=[O:23])[CH:19]=[N:20][CH:21]=1.C(=O)([O-])[O-].[K+].[K+].CN(C)C=O. The catalyst is O. The product is [CH3:8][C:7]1[O:6][C:5]([C:9]2[CH:14]=[CH:13][CH:12]=[CH:11][CH:10]=2)=[N:4][C:3]=1[CH2:2][O:15][C:16]1[CH:17]=[C:18]([C:22]([O:24][CH3:25])=[O:23])[CH:19]=[N:20][CH:21]=1. The yield is 0.590. (4) The reactants are [CH3:1][N:2]1[C:10]2[C:5](=[CH:6][C:7]([CH:11]=[CH2:12])=[CH:8][CH:9]=2)[CH:4]=[CH:3]1.O1CCOC[CH2:14]1. The yield is 0.960. The catalyst is C(OCC)C. The product is [CH:11]1([C:7]2[CH:6]=[C:5]3[C:10](=[CH:9][CH:8]=2)[N:2]([CH3:1])[CH:3]=[CH:4]3)[CH2:14][CH2:12]1. (5) The reactants are [F:1][C:2]1[CH:3]=[C:4]([CH:6]=[CH:7][C:8]=1[O:9][C:10]1[CH:15]=[CH:14][N:13]=[C:12]2[CH:16]=[C:17]([C:19]3[N:20]=[CH:21][N:22]([CH2:24][CH2:25][CH3:26])[CH:23]=3)[S:18][C:11]=12)[NH2:5].[F:27][C:28]1[CH:33]=[CH:32][CH:31]=[CH:30][C:29]=1[NH:34][C:35](=[O:40])[CH2:36][C:37](O)=[O:38].C(Cl)CCl.C1C=CC2N(O)N=NC=2C=1. The catalyst is CN(C=O)C. The product is [F:1][C:2]1[CH:3]=[C:4]([NH:5][C:37](=[O:38])[CH2:36][C:35]([NH:34][C:29]2[CH:30]=[CH:31][CH:32]=[CH:33][C:28]=2[F:27])=[O:40])[CH:6]=[CH:7][C:8]=1[O:9][C:10]1[CH:15]=[CH:14][N:13]=[C:12]2[CH:16]=[C:17]([C:19]3[N:20]=[CH:21][N:22]([CH2:24][CH2:25][CH3:26])[CH:23]=3)[S:18][C:11]=12. The yield is 0.360. (6) The reactants are [CH:1]1([CH2:6][NH:7][C:8]2[CH:13]=[CH:12][C:11]([S:14]([CH3:17])(=[O:16])=[O:15])=[CH:10][C:9]=2[C:18]2[C:26]3[C:21](=[C:22]([O:27]C)[N:23]=[CH:24][CH:25]=3)[N:20]([CH3:29])[CH:19]=2)[CH2:5][CH2:4][CH2:3][CH2:2]1. The catalyst is O1CCOCC1.Cl. The product is [CH:1]1([CH2:6][NH:7][C:8]2[CH:13]=[CH:12][C:11]([S:14]([CH3:17])(=[O:16])=[O:15])=[CH:10][C:9]=2[C:18]2[C:26]3[CH:25]=[CH:24][NH:23][C:22](=[O:27])[C:21]=3[N:20]([CH3:29])[CH:19]=2)[CH2:5][CH2:4][CH2:3][CH2:2]1. The yield is 0.270.